From a dataset of Full USPTO retrosynthesis dataset with 1.9M reactions from patents (1976-2016). Predict the reactants needed to synthesize the given product. Given the product [C:7]([O:29][C:27]([N:17]1[C:16]2[C:21](=[CH:22][C:13]([C:11]3[CH:10]=[N:9][CH:8]=[C:7]([CH2:6][O:5][CH2:4][C:3](=[O:23])[N:2]([CH3:24])[CH3:1])[CH:12]=3)=[CH:14][N:15]=2)[CH2:20][CH2:19][CH2:18]1)=[O:28])([CH3:8])([CH3:12])[CH3:6], predict the reactants needed to synthesize it. The reactants are: [CH3:1][N:2]([CH3:24])[C:3](=[O:23])[CH2:4][O:5][CH2:6][C:7]1[CH:8]=[N:9][CH:10]=[C:11]([C:13]2[CH:14]=[N:15][C:16]3[NH:17][CH2:18][CH2:19][CH2:20][C:21]=3[CH:22]=2)[CH:12]=1.FC(F)(F)[C:27]([OH:29])=[O:28].